Dataset: Full USPTO retrosynthesis dataset with 1.9M reactions from patents (1976-2016). Task: Predict the reactants needed to synthesize the given product. Given the product [Cl:1][C:2]1[CH:3]=[C:4]2[C:8](=[CH:9][CH:10]=1)[NH:7][C:6]([CH:11]=[O:12])=[C:5]2[S:13]([CH2:16][CH:17]1[CH2:20][CH2:19][CH2:18]1)(=[O:15])=[O:14], predict the reactants needed to synthesize it. The reactants are: [Cl:1][C:2]1[CH:3]=[C:4]2[C:8](=[CH:9][CH:10]=1)[NH:7][C:6]([CH2:11][OH:12])=[C:5]2[S:13]([CH2:16][CH:17]1[CH2:20][CH2:19][CH2:18]1)(=[O:15])=[O:14].